From a dataset of Full USPTO retrosynthesis dataset with 1.9M reactions from patents (1976-2016). Predict the reactants needed to synthesize the given product. (1) Given the product [CH3:1][C:2]1[CH:6]=[C:5]([CH2:7][N:38]2[C:34](=[O:44])[C:35]3[C:36](=[CH:40][CH:41]=[CH:42][CH:43]=3)[C:37]2=[O:39])[N:4]([C:9]2[CH:14]=[CH:13][CH:12]=[CH:11][CH:10]=2)[N:3]=1, predict the reactants needed to synthesize it. The reactants are: [CH3:1][C:2]1[CH:6]=[C:5]([CH2:7]O)[N:4]([C:9]2[CH:14]=[CH:13][CH:12]=[CH:11][CH:10]=2)[N:3]=1.C1(P(C2C=CC=CC=2)C2C=CC=CC=2)C=CC=CC=1.[C:34]1(=[O:44])[NH:38][C:37](=[O:39])[C:36]2=[CH:40][CH:41]=[CH:42][CH:43]=[C:35]12.N(C(OCC)=O)=NC(OCC)=O. (2) Given the product [CH3:20][O:12][C:10]([C:7]1[CH:6]=[CH:5][C:4]([N+:1]([O-:3])=[O:2])=[CH:9][CH:8]=1)([O:14][CH3:13])[CH3:11], predict the reactants needed to synthesize it. The reactants are: [N+:1]([C:4]1[CH:9]=[CH:8][C:7]([C:10](=[O:12])[CH3:11])=[CH:6][CH:5]=1)([O-:3])=[O:2].[CH3:13][O:14]C(OC)OC.[CH3:20]O. (3) The reactants are: C1(P(C2CCCCC2)C2C=CC=CC=2C2C=CC=CC=2N(C)C)CCCCC1.C(=O)([O-])[O-].[Cs+].[Cs+].[B-](F)(F)(F)[CH:36]=[CH2:37].[K+].Br[C:43]1[CH:44]=[N:45][C:46]([C:49]([F:52])([F:51])[CH3:50])=[N:47][CH:48]=1. Given the product [F:51][C:49]([C:46]1[N:47]=[CH:48][C:43]([CH:36]=[CH2:37])=[CH:44][N:45]=1)([F:52])[CH3:50], predict the reactants needed to synthesize it. (4) Given the product [Br:13][C:11]1[CH:10]=[C:9]([CH:14]=[O:15])[N:8]([C:3]2[C:2]([Cl:1])=[CH:7][CH:6]=[CH:5][N:4]=2)[C:12]=1[Cl:16], predict the reactants needed to synthesize it. The reactants are: [Cl:1][C:2]1[C:3]([N:8]2[CH:12]=[C:11]([Br:13])[CH:10]=[C:9]2[CH:14]=[O:15])=[N:4][CH:5]=[CH:6][CH:7]=1.[Cl:16]N1C(=O)CCC1=O.O. (5) Given the product [CH2:1]([O:8][C:9]([N:11]1[CH2:16][CH2:15][N:14]([CH2:17][CH2:18][CH2:19][CH:20]=[O:21])[C:13](=[O:22])[C@@H:12]1[CH3:23])=[O:10])[C:2]1[CH:3]=[CH:4][CH:5]=[CH:6][CH:7]=1, predict the reactants needed to synthesize it. The reactants are: [CH2:1]([O:8][C:9]([N:11]1[CH2:16][CH2:15][N:14]([CH2:17][CH2:18][CH2:19][CH2:20][OH:21])[C:13](=[O:22])[C@@H:12]1[CH3:23])=[O:10])[C:2]1[CH:7]=[CH:6][CH:5]=[CH:4][CH:3]=1.ClN1C(=O)N(Cl)C(=O)N(Cl)C1=O. (6) Given the product [F:35][C:2]([F:1])([F:36])[C:3]1[CH:30]=[C:29]([C:31]([F:34])([F:32])[F:33])[CH:28]=[CH:27][C:4]=1[CH2:5][N:6]1[C:14]2[C:9](=[CH:10][C:11](/[CH:15]=[C:16]3/[C:17](=[O:26])[N:18]([CH2:22][C:23]([NH:41][S:38]([CH3:37])(=[O:40])=[O:39])=[O:24])[C:19](=[O:21])[S:20]/3)=[CH:12][CH:13]=2)[CH:8]=[N:7]1, predict the reactants needed to synthesize it. The reactants are: [F:1][C:2]([F:36])([F:35])[C:3]1[CH:30]=[C:29]([C:31]([F:34])([F:33])[F:32])[CH:28]=[CH:27][C:4]=1[CH2:5][N:6]1[C:14]2[C:9](=[CH:10][C:11](/[CH:15]=[C:16]3/[C:17](=[O:26])[N:18]([CH2:22][C:23](O)=[O:24])[C:19](=[O:21])[S:20]/3)=[CH:12][CH:13]=2)[CH:8]=[N:7]1.[CH3:37][S:38]([NH2:41])(=[O:40])=[O:39].